Dataset: Antibody developability classification from SAbDab with 2,409 antibodies. Task: Regression/Classification. Given an antibody's heavy chain and light chain sequences, predict its developability. TAP uses regression for 5 developability metrics; SAbDab uses binary classification. (1) The antibody is ['1rzk', '1rzk_L']. Result: 0 (not developable). (2) The antibody is ['1n8z', 'DIQMTQSPSSLSASVGDRVTITCRASQDIPRSISGYVAWYQQKPGKAPKLLIYWGSYLYSGVPSRFSGSGSGTDFTLTISSLQPEDFATYYCQQHYTTPPTFGQGTKVEIK']. Result: 0 (not developable). (3) The antibody is ['QEQLEESGGGLVQPEGSLTLTCKASGFSFSAIAMCWVRQAPGKGLEWIGCIATDTGSTYYANWAKGRFTISNPSSTTVTLQMTSLTAADTATYFCARNFYLWGPGTLVTVSS', 'AQVLTQTPSSVSAAVGGTVTIKCQSSQSVYPNNNLGWYQQKPGQPPKLLIYEASTLASGVPSRFKGSGSGTQFTLTISDLECDDAATYYCLGAYDFTVAEGAAFGGGTEVVVK']. Result: 0 (not developable). (4) The antibody is ['EVQLVESGGGLVQPGGSLRLSCAASGFTFSNTYISWVRQAPGKGLEWVASITPSSGQTDYADSVKGRFTISADTSKNTAYLQMNSLRAEDTAVYYCARTWLLRWVMDLWGQGTLVTVSS', 'DIQMTQSPSSLSASVGDRVTITCRASQDVSTAVAWYQQKPGKAPKLLIYSAKFLYSGVPSRFSGSGSGTDFTLTISSLQPEDFATYYCQQSYTTPPTFGQGTKVEIK']. Result: 0 (not developable). (5) The antibody is ['EVQLQQSGPELVKPGASVRMSCKSSGYIFTDFYMNWVRQSHGKSLDYIGYISPYSGVTGYNQKFKGKATLTVDKSSSTAYMELRSLTSEDSAVYYCAGSSGNKWAMDYWGHGASVTVSS', 'DVVMTQTPLSLPVSLGDQASISCRSSQSLVHSNGNTYLNWYLQKAGQSPKLLIYKVSNRFSGVPDRFSGSGSGTDFTLKISRVEAEDLGIYFCSQTTHVPPTFGGGTKLEIK']. Result: 0 (not developable). (6) The antibody is ['EVQLLEQSGAEVKKPGSSVKVSCQVFGDTFSRYTIQWLRQAPGQGPEWMGNIIPVYNTPNYAQKFQGRLSITADDSTSTAYMELSSLRSEDTAVYFCARVVIPNAIRHTMGYYFDYWGQGTLVTVSS', 'AELTQSPATLSLSPGERATLSCRASQSVNKYLAWYQQKPGQAPRLLIYDASNRATGIPARFSGSGSGTDFTLTISNLEPEDFAVYYCQQRSDWVTFGGGTKVEIK']. Result: 0 (not developable). (7) The antibody is ['QIQLVQSGPELKKPGETVKISCKASGYTFTDFSMHWVNQAPGKGLNWMGWVNTETGEPTYADDFKGRFAFSLETSASTAYLQINSLKNEDTATYFCARFLLRQYFDVWGAGTTVTVSS', 'DIVMSQSPSSLAVSAGEKVTMSCKSSQSLLNSRTRKNYLAWYQQKPGQSPKVLIYWASTRESGVPDRFTGRGSGTDFTLTISSVQAEDQAVYYCKQAYIPPLTFGAGTKLELK']. Result: 0 (not developable). (8) Result: 1 (developable). The antibody is ['QIQLVQSGAEVKKPGASVKVSCKASGYTFASYNMYWVRQAPGQRLEWIGYIDPYNGGSSYNQKFKGRVTLTRDKSASTAYMELSSLRSEDTAVYYCARGYNNYKAWFAYWGQGTLVTVSS', 'IQMTQSPSSLSASVGDRVTITCKASQSVTNDVAWYQQKPGKAPKLLIYYASNRYTGVPSRFSGSGYGTDFTFTISSLQPEDIATYYCQQDYSSLTFGQGTKLEIK'].